From a dataset of CYP1A2 inhibition data for predicting drug metabolism from PubChem BioAssay. Regression/Classification. Given a drug SMILES string, predict its absorption, distribution, metabolism, or excretion properties. Task type varies by dataset: regression for continuous measurements (e.g., permeability, clearance, half-life) or binary classification for categorical outcomes (e.g., BBB penetration, CYP inhibition). Dataset: cyp1a2_veith. (1) The compound is CSc1n[nH]c(-c2sccc2OCc2ccc(C)cc2)n1. The result is 1 (inhibitor). (2) The drug is O=C1Nc2ccc(F)cc2C12SCCS2. The result is 1 (inhibitor). (3) The compound is CCOc1cc(C#N)c(NC(=O)c2cccnc2)cc1OCC. The result is 1 (inhibitor).